This data is from NCI-60 drug combinations with 297,098 pairs across 59 cell lines. The task is: Regression. Given two drug SMILES strings and cell line genomic features, predict the synergy score measuring deviation from expected non-interaction effect. (1) Drug 1: CNC(=O)C1=CC=CC=C1SC2=CC3=C(C=C2)C(=NN3)C=CC4=CC=CC=N4. Drug 2: C1CNP(=O)(OC1)N(CCCl)CCCl. Cell line: CCRF-CEM. Synergy scores: CSS=-1.04, Synergy_ZIP=-1.43, Synergy_Bliss=-6.48, Synergy_Loewe=-19.9, Synergy_HSA=-9.18. (2) Drug 1: C1=NC2=C(N1)C(=S)N=C(N2)N. Drug 2: CCCCC(=O)OCC(=O)C1(CC(C2=C(C1)C(=C3C(=C2O)C(=O)C4=C(C3=O)C=CC=C4OC)O)OC5CC(C(C(O5)C)O)NC(=O)C(F)(F)F)O. Cell line: CCRF-CEM. Synergy scores: CSS=48.3, Synergy_ZIP=4.05, Synergy_Bliss=1.86, Synergy_Loewe=1.26, Synergy_HSA=2.39. (3) Synergy scores: CSS=51.5, Synergy_ZIP=-1.48, Synergy_Bliss=-1.17, Synergy_Loewe=-9.01, Synergy_HSA=-0.880. Drug 1: C1CCC(C1)C(CC#N)N2C=C(C=N2)C3=C4C=CNC4=NC=N3. Drug 2: CS(=O)(=O)OCCCCOS(=O)(=O)C. Cell line: MOLT-4. (4) Synergy scores: CSS=39.0, Synergy_ZIP=-6.30, Synergy_Bliss=-9.35, Synergy_Loewe=-42.4, Synergy_HSA=-8.28. Drug 2: CC(C)CN1C=NC2=C1C3=CC=CC=C3N=C2N. Cell line: HCT-15. Drug 1: CCC1=C2CN3C(=CC4=C(C3=O)COC(=O)C4(CC)O)C2=NC5=C1C=C(C=C5)O.